From a dataset of Catalyst prediction with 721,799 reactions and 888 catalyst types from USPTO. Predict which catalyst facilitates the given reaction. Reactant: C(=O)([O-])[O-].[K+].[K+].[N:7]1[CH:12]=[CH:11][C:10]([NH:13][NH2:14])=[CH:9][CH:8]=1.Cl[CH:16]([CH2:19]Cl)[C:17]#[N:18]. Product: [N:7]1[CH:12]=[CH:11][C:10]([N:13]2[CH:19]=[CH:16][C:17]([NH2:18])=[N:14]2)=[CH:9][CH:8]=1. The catalyst class is: 6.